Dataset: Reaction yield outcomes from USPTO patents with 853,638 reactions. Task: Predict the reaction yield, written as a fraction of the theoretical maximum amount of product (1.0 means a 100% yield; for example, 0.34 means a 34% yield). The reactants are [C:1]1([S:7]([N:10]2[C:14]3=[N:15][CH:16]=[C:17]([CH2:19][O:20][CH3:21])[CH:18]=[C:13]3[CH:12]=[CH:11]2)(=[O:9])=[O:8])[CH:6]=[CH:5][CH:4]=[CH:3][CH:2]=1.[CH2:22]([Li])[CH2:23][CH2:24][CH3:25].[CH3:27][CH2:28][CH2:29]CCC.C1(C=[O:39])CCCC1. The yield is 0.336. The catalyst is O1CCCC1. The product is [C:1]1([S:7]([N:10]2[C:14]3=[N:15][CH:16]=[C:17]([CH2:19][O:20][CH3:21])[CH:18]=[C:13]3[CH:12]=[C:11]2[CH:22]([OH:39])[CH2:23][CH:24]2[CH2:25][CH2:29][CH2:28][CH2:27]2)(=[O:8])=[O:9])[CH:6]=[CH:5][CH:4]=[CH:3][CH:2]=1.